Dataset: Catalyst prediction with 721,799 reactions and 888 catalyst types from USPTO. Task: Predict which catalyst facilitates the given reaction. (1) Reactant: C([N:8]1[C:12]2[CH:13]=[CH:14][C:15]([NH:17][CH2:18][C:19]3[CH:24]=[CH:23][C:22]([O:25][CH3:26])=[CH:21][CH:20]=3)=[CH:16][C:11]=2[N:10]=[CH:9]1)(OC(C)(C)C)=O.C([O-])([O-])=O.[K+].[K+].[C:33]1([CH2:39][CH2:40][CH2:41]Br)[CH:38]=[CH:37][CH:36]=[CH:35][CH:34]=1. Product: [CH3:26][O:25][C:22]1[CH:21]=[CH:20][C:19]([CH2:18][N:17]([CH2:41][CH2:40][CH2:39][C:33]2[CH:38]=[CH:37][CH:36]=[CH:35][CH:34]=2)[C:15]2[CH:14]=[CH:13][C:12]3[N:8]=[CH:9][NH:10][C:11]=3[CH:16]=2)=[CH:24][CH:23]=1. The catalyst class is: 18. (2) Reactant: C(OC(=O)[NH:7][C:8]1[CH:13]=[CH:12][C:11]([CH2:14][C:15](=[O:28])[NH:16][C:17]2[C:18](=[O:27])[N:19]([CH3:26])[C:20](=[O:25])[N:21]([CH3:24])[C:22]=2[NH2:23])=[CH:10][CH:9]=1)(C)(C)C.[ClH:30]. Product: [ClH:30].[NH2:23][C:22]1[N:21]([CH3:24])[C:20](=[O:25])[N:19]([CH3:26])[C:18](=[O:27])[C:17]=1[NH:16][C:15](=[O:28])[CH2:14][C:11]1[CH:10]=[CH:9][C:8]([NH2:7])=[CH:13][CH:12]=1. The catalyst class is: 12.